From a dataset of Tyrosyl-DNA phosphodiesterase HTS with 341,365 compounds. Binary Classification. Given a drug SMILES string, predict its activity (active/inactive) in a high-throughput screening assay against a specified biological target. (1) The compound is S(c1n(c(nn1)Cc1n(ccc1)C)c1ccc(F)cc1)CC(=O)Nc1c(cccc1)C(OCC)=O. The result is 0 (inactive). (2) The compound is S(c1n(c(nn1)C1Oc2c(OC1)cccc2)C)CC(=O)c1c(n(c(c1)C)c1ccc(F)cc1)C. The result is 0 (inactive). (3) The drug is o1c(c(c2c(c1=O)cccc2)c1ccc(cc1)C)C(=O)NCCc1ccccc1. The result is 0 (inactive). (4) The drug is S=C(NC(CO)(C)C)NCCCC. The result is 0 (inactive). (5) The compound is O=c1n(Cc2ccc(cc2)C(OCC)=O)cnc2c1cccc2. The result is 0 (inactive). (6) The molecule is Brc1cc(C2NC(=O)N(C3(O)C2C(=O)CCC3)Cc2ccccc2)ccc1. The result is 0 (inactive). (7) The molecule is S(CCC(=O)Nc1ccc(F)cc1)c1nc(cc(n1)C)C. The result is 0 (inactive).